From a dataset of Reaction yield outcomes from USPTO patents with 853,638 reactions. Predict the reaction yield, written as a fraction of the theoretical maximum amount of product (1.0 means a 100% yield; for example, 0.34 means a 34% yield). (1) The reactants are [NH2:1][C:2]1[C:12]([OH:13])=[CH:11][CH:10]=[CH:9][C:3]=1[C:4]([O:6][CH2:7][CH3:8])=[O:5].O1CCCC1.[F:28][C:27]([F:30])([F:29])[C:26]([F:32])([F:31])[C:25](O[C:25](=O)[C:26]([F:32])([F:31])[C:27]([F:30])([F:29])[F:28])=O. The catalyst is O. The product is [F:31][C:26]([F:32])([C:25]1[O:13][C:12]2[C:2](=[C:3]([C:4]([O:6][CH2:7][CH3:8])=[O:5])[CH:9]=[CH:10][CH:11]=2)[N:1]=1)[C:27]([F:30])([F:29])[F:28]. The yield is 0.940. (2) The product is [NH:7]1[C:15]2[C:10](=[CH:11][CH:12]=[CH:13][CH:14]=2)[C:9]([CH2:16][C:17]2[N:18]=[CH:19][S:20][CH:21]=2)=[CH:8]1. The yield is 0.710. The catalyst is CC#N.O. The reactants are C(N)=S.C(Cl)Cl.[NH:7]1[C:15]2[C:10](=[CH:11][CH:12]=[CH:13][CH:14]=2)[C:9]([CH2:16][CH2:17][NH:18][C:19](=S)[SH-:20][CH2:21]C2C=CC=CC=2)=[CH:8]1.CCCCCCS/C(/S)=N\CC1NC2C=CC=CC=2C=1. (3) The reactants are [CH2:1]([C:3]1[C:7]([N+:8]([O-:10])=[O:9])=[C:6]([C:11]([NH2:13])=[O:12])[NH:5][N:4]=1)[CH3:2].C(=O)([O-])[O-].[Na+].[Na+].[I-].[Na+].[CH3:22][O:23][CH2:24][CH2:25]Br. The catalyst is CC(CC)=O.O. The product is [CH2:1]([C:3]1[N:4]([CH2:25][CH2:24][O:23][CH3:22])[N:5]=[C:6]([C:11]([NH2:13])=[O:12])[C:7]=1[N+:8]([O-:10])=[O:9])[CH3:2]. The yield is 0.740.